This data is from Reaction yield outcomes from USPTO patents with 853,638 reactions. The task is: Predict the reaction yield, written as a fraction of the theoretical maximum amount of product (1.0 means a 100% yield; for example, 0.34 means a 34% yield). (1) The reactants are [CH3:1][C:2]1([CH3:15])[CH2:14][C:5]2[S:6][C:7]([C:9]([O:11]CC)=[O:10])=[CH:8][C:4]=2[CH2:3]1.C1COCC1.[OH-].[Li+].Cl. The catalyst is C(O)C.O. The product is [CH3:1][C:2]1([CH3:15])[CH2:14][C:5]2[S:6][C:7]([C:9]([OH:11])=[O:10])=[CH:8][C:4]=2[CH2:3]1. The yield is 0.910. (2) The reactants are [Cl:1][C:2]1[N:7]=[C:6]([N:8]2[C:12]3[CH:13]=[CH:14][CH:15]=[CH:16][C:11]=3[N:10]=[C:9]2/[CH:17]=[CH:18]/[C:19]2[CH:24]=[CH:23][CH:22]=[CH:21][CH:20]=2)[CH:5]=[CH:4][CH:3]=1.C[CH2:26][O-:27].[Na+].O. The catalyst is CO.C1(C)C=CC=CC=1. The product is [ClH:1].[CH3:26][O:27][C:2]1[N:7]=[C:6]([N:8]2[C:12]3[CH:13]=[CH:14][CH:15]=[CH:16][C:11]=3[N:10]=[C:9]2/[CH:17]=[CH:18]/[C:19]2[CH:24]=[CH:23][CH:22]=[CH:21][CH:20]=2)[CH:5]=[CH:4][CH:3]=1. The yield is 0.240. (3) The reactants are Cl[C:2]1[CH:7]=[CH:6][C:5]([N+:8]([O-:10])=[O:9])=[CH:4][C:3]=1[Cl:11].[Cl:12][C:13]1[CH:14]=[CH:15][C:16]([OH:19])=[N:17][CH:18]=1.C(=O)([O-])[O-].[K+].[K+].CC(N(C)C)=O. The catalyst is [Cl-].[Na+].O.C(OCC)(=O)C. The product is [Cl:12][C:13]1[CH:14]=[CH:15][C:16]([O:19][C:2]2[CH:7]=[CH:6][C:5]([N+:8]([O-:10])=[O:9])=[CH:4][C:3]=2[Cl:11])=[N:17][CH:18]=1. The yield is 0.552. (4) The reactants are [NH2:1][C:2]1[S:6][C:5]2[CH2:7][CH2:8][CH2:9][CH2:10][C:4]=2[C:3]=1[C:11]([C:13]1[CH:18]=[CH:17][C:16]([O:19][CH3:20])=[CH:15][CH:14]=1)=O.[CH3:21][C:22](=O)[CH2:23][C:24](=[O:26])[CH3:25]. The catalyst is C(O)(=O)C.S(=O)(=O)(O)O. The product is [CH3:20][O:19][C:16]1[CH:17]=[CH:18][C:13]([C:11]2[C:23]([C:24](=[O:26])[CH3:25])=[C:22]([CH3:21])[N:1]=[C:2]3[S:6][C:5]4[CH2:7][CH2:8][CH2:9][CH2:10][C:4]=4[C:3]=23)=[CH:14][CH:15]=1. The yield is 0.620. (5) The reactants are Cl[C:2]1[N:7]=[C:6]([CH3:8])[N:5]=[C:4]([N:9]([CH2:19][C:20]2[CH:25]=[CH:24][C:23]([O:26][CH3:27])=[CH:22][CH:21]=2)[CH2:10][C:11]2[CH:16]=[CH:15][C:14]([O:17][CH3:18])=[CH:13][CH:12]=2)[N:3]=1.[F:28][C:29]1[C:34](B(O)O)=[CH:33][C:32]([CH2:38][N:39]2[CH2:44][CH2:43][S:42][CH2:41][CH2:40]2)=[CH:31][N:30]=1.C([O-])(=O)C.[K+]. The catalyst is CCO.O. The product is [F:28][C:29]1[C:34]([C:2]2[N:7]=[C:6]([CH3:8])[N:5]=[C:4]([N:9]([CH2:19][C:20]3[CH:25]=[CH:24][C:23]([O:26][CH3:27])=[CH:22][CH:21]=3)[CH2:10][C:11]3[CH:16]=[CH:15][C:14]([O:17][CH3:18])=[CH:13][CH:12]=3)[N:3]=2)=[CH:33][C:32]([CH2:38][N:39]2[CH2:44][CH2:43][S:42][CH2:41][CH2:40]2)=[CH:31][N:30]=1. The yield is 0.673. (6) The reactants are IC.[Br:3][C:4]1[CH:10]=[CH:9]C(N)=[C:6]([Cl:11])[CH:5]=1.C([O-])([O-])=O.[K+].[K+].[CH3:18][N:19]([CH:21]=O)[CH3:20]. No catalyst specified. The product is [Br:3][C:4]1[CH:10]=[CH:9][C:21]([N:19]([CH3:20])[CH3:18])=[C:6]([Cl:11])[CH:5]=1. The yield is 0.780.